This data is from Drug-target binding data from BindingDB using IC50 measurements. The task is: Regression. Given a target protein amino acid sequence and a drug SMILES string, predict the binding affinity score between them. We predict pIC50 (pIC50 = -log10(IC50 in M); higher means more potent). Dataset: bindingdb_ic50. (1) The small molecule is CCc1nc2c(C)cc(C)nc2n1Cc1ccc(Oc2ccccc2C(=O)O)cc1. The target protein (P34976) has sequence MMLNSSTEDGIKRIQDDCPKAGRHNYIFVMIPTLYSIIFVVGIFGNSLAVIVIYFYMKLKTVASVFLLNLALADLCFLLTLPLWAVYTAMEYRWPFGNYLCKIASASVSFNLYASVFLLTCLSIDRYLAIVHPMKSRLRRTMLVAKVTCIIIWLLAGLASLPAIIHRNVFFIENTNITVCAFHYESQNSTLPIGLGLTKNILGFLFPFLIILTSYTLIWKALKKAYEIQKNKPRNDDIFKIIMAIVLFFFFSWVPHQIFTFLDVLIQLGVIHDCRIADIVDTAMPITICIAYFNNCLNPLFYGFLGKKFKKYFLQLLKYIPPKAKSHSNLSTKMSTLSYRPSDNVSSSSKKPVPCFEVE. The pIC50 is 6.4. (2) The compound is Cc1nn(-c2ccccc2)c2nc(-c3c(C)n(C)n(-c4ccccc4)c3=O)c(S(=O)(=O)c3ccccc3)cc12. The target protein sequence is MKTPWRVLLGLLGAAALVTIITVPVVLLNKGTDDATADSRKTYTLTDYLKNTYRLKLYSLRWISDHEYLYKQENNILVFNAEYGNSSVFLENSTFDEFGHSINDYSISPDGQFILLEYNYVKQWRHSYTASYDIYDLNKRQLITEERIPNNTQWVTWSPVGHKLAYVWNNDIYVKIEPNLPSYRITWTGKEDIIYNGITDWVYEEEVFSAYSALWWSPNGTFLAYAQFNDTEVPLIEYSFYSDESLQYPKTVRVPYPKAGAVNPTVKFFVVNTDSLSSVTNATSIQITAPASMLIGDHYLCDVTWATQERISLQWLRRIQNYSVMDICDYDESSGRWNCLVARQHIEMSTTGWVGRFRPSEPHFTLDGNSFYKIISNEEGYRHICYFQIDKKDCTFITKGTWEVIGIEALTSDYLYYISNEYKGMPGGRNLYKIQLSDYTKVTCLSCELNPERCQYYSVSFSKEAKYYQLRCSGPGLPLYTLHSSVNDKGLRVLEDNSAL.... The pIC50 is 7.3. (3) The small molecule is CC(C)(C)C1CCC(N(Cc2ccc(C(=O)NCCC(=O)O)cc2)C(=O)Nc2ccc(OC(F)(F)F)cc2)CC1. The target protein (P43219) has sequence MPLRLLLLLLWLWGLSLQRAETDSEGQTTGELYQRWERYGWECQNTLEATEPPSGLACNGSFDMYACWNYTAANTTARVSCPWYLPWYRQVAAGFVFRQCGSDGQWGSWRDHTQCENPEKNGAFQDQKLILERLQVVYTVGYSLSLATLLLALLILSLFRRLHCTRNYIHMNLFTSFMLRAGAILTRDQLLPPLGPYTGNQTPTLWNQALAACRTAQILTQYCVGANYTWLLVEGVYLHHLLVVVRRSEKGHFRCYLLLGWGAPALFVIPWVIVRYLYENTQCWERNEVKAIWWIIRTPILITILINFLIFIRILGILVSKLRTRQMRCPDYRLRLARSTLTLMPLLGVHEVVFAPVTEEQAEGSLRFAKLAFEIFLSSFQGFLVSVLYCFINKEVQSEIRRLRLSLQEQCPRPHLGQAPRAVPLSSAPQEAAIRNALPSGMLHVPGDEVLESYC. The pIC50 is 7.4. (4) The small molecule is COc1cc(OC)c(S(=O)(=O)N2c3ccccc3CCC2C)cc1NC(=O)c1ccccc1. The target protein (Q97R46) has sequence MSNFAIILAAGKGTRMKSDLPKVLHKVAGISMLEHVFRSVGAIQPEKTVTVVGHKAELVEEVLAGQTEFVTQSEQLGTGHAVMMTEPILEGLSGHTLVIAGDTPLITGESLKNLIDFHINHKNVATILTAETDNPFGYGRIVRNDNAEVLRIVEQKDATDFEKQIKEINTGTYVFDNERLFEALKNINTNNAQGEYYITDVIGIFRETGEKVGAYTLKDFDESLGVNDRVALATAESVMRRRINHKHMVNGVSFVNPEATYIDIDVEIASEVQIEANVTLKGQTKIGAETVLTNGTYVVDSTIGAGAVITNSMIEESSVADGVIVGPYAHIRPNSSLGAQVHIGNFVEVKGSSIGENTKAGHLTYIGNCEVGSNVNFGAGTITVNYDGKNKYKTVIGNNVFVGSNSTIIAPVELGDNSLVGAGSTITKDVPADAIAIGRGRQINKDEYATRLPHHPKNQ. The pIC50 is 3.7. (5) The pIC50 is 2.3. The target protein sequence is MSDGFSLSDALPAHNPGAPPPQGWNRPPGPGAFPAYPGYPGAYPGAPGPYPGAPGPHHGPPGPYPGGPPGPYPGGPPGPYPGGPPGPYPGGPTAPYSEAPAAPLKVPYDLPLPAGLMPRLLITITGTVNSNPNRFSLDFKRGQDIAFHFNPRFKEDHKRVIVCNSMFQNNWGKEERTAPRFPFEPGTPFKLQVLCEGDHFKVAVNDAHLLQFNFREKKLNEITKLCIAGDITLTSVLTSMI. The compound is C=CC[C@@H]1O[C@@H](C(=O)NCc2ccc(CNC(=O)[C@H]3O[C@H](CC=C)[C@H](OCc4ccccc4)[C@@H](OCc4ccccc4)[C@@H]3OCc3cn([C@@H]4O[C@H](CO)[C@@H](O[C@@H]5O[C@H](CO)[C@H](O)[C@H](O)[C@H]5O)[C@H](O)[C@H]4O)nn3)cc2)[C@H](OCc2cn([C@@H]3O[C@H](CO)[C@@H](O[C@@H]4O[C@H](CO)[C@H](O)[C@H](O)[C@H]4O)[C@H](O)[C@H]3O)nn2)[C@@H](OCc2ccccc2)[C@@H]1OCc1ccccc1. (6) The compound is CC(C)CO[C@H]1CCN2C[C@H]1OC2=O. The target protein (P09668) has sequence MWATLPLLCAGAWLLGVPVCGAAELCVNSLEKFHFKSWMSKHRKTYSTEEYHHRLQTFASNWRKINAHNNGNHTFKMALNQFSDMSFAEIKHKYLWSEPQNCSATKSNYLRGTGPYPPSVDWRKKGNFVSPVKNQGACGSCWTFSTTGALESAIAIATGKMLSLAEQQLVDCAQDFNNHGCQGGLPSQAFEYILYNKGIMGEDTYPYQGKDGYCKFQPGKAIGFVKDVANITIYDEEAMVEAVALYNPVSFAFEVTQDFMMYRTGIYSSTSCHKTPDKVNHAVLAVGYGEKNGIPYWIVKNSWGPQWGMNGYFLIERGKNMCGLAACASYPIPLV. The pIC50 is 5.0.